From a dataset of Full USPTO retrosynthesis dataset with 1.9M reactions from patents (1976-2016). Predict the reactants needed to synthesize the given product. (1) Given the product [F:33][C:32]([CH:42]1[CH:41]([OH:43])[CH:20]([OH:21])[CH2:16][O:17]1)([F:35])[F:34], predict the reactants needed to synthesize it. The reactants are: C1(NC2N=CN=C3C=2N=CN3[C@H:16]2[C@H:20]([OH:21])[C@H](O)[C@@H](C#C)[O:17]2)CCCC1.IC1C=CC=CC=1[C:32]([F:35])([F:34])[F:33].C(N([CH2:41][CH3:42])CC)C.[O:43]1CCCC1. (2) Given the product [O:12]1[C:16]2[CH:17]=[CH:18][CH:19]=[CH:20][C:15]=2[CH:14]=[C:13]1[C:21]1[N:25]2[N:26]=[C:27]([O:9][CH:4]([CH2:5][CH2:6][CH:7]=[CH2:8])[CH2:3][NH2:2])[CH:28]=[CH:29][C:24]2=[N:23][CH:22]=1, predict the reactants needed to synthesize it. The reactants are: Cl.[NH2:2][CH2:3][CH:4]([OH:9])[CH2:5][CH2:6][CH:7]=[CH2:8].[H-].[Na+].[O:12]1[C:16]2[CH:17]=[CH:18][CH:19]=[CH:20][C:15]=2[CH:14]=[C:13]1[C:21]1[N:25]2[N:26]=[C:27](Cl)[CH:28]=[CH:29][C:24]2=[N:23][CH:22]=1. (3) Given the product [CH:28]1([C:31]2[CH:36]=[C:35]([CH2:19][N:17]3[CH2:16][C:15]4([CH2:26][C:12]([N:9]5[CH2:10][CH2:11][C:6]([CH3:27])([C:4]([O:3][CH2:1][CH3:2])=[O:5])[CH2:7][CH2:8]5)=[N:13][O:14]4)[CH2:18]3)[C:34]([CH:39]3[CH2:40][CH2:41][O:42][CH2:43][CH2:44]3)=[CH:33][C:32]=2[C:45]2[CH:46]=[CH:47][C:48]([F:51])=[CH:49][CH:50]=2)[CH2:29][CH2:30]1, predict the reactants needed to synthesize it. The reactants are: [CH2:1]([O:3][C:4]([C:6]1([CH3:27])[CH2:11][CH2:10][N:9]([C:12]2[CH2:26][C:15]3([CH2:18][N:17]([C:19](OC(C)(C)C)=O)[CH2:16]3)[O:14][N:13]=2)[CH2:8][CH2:7]1)=[O:5])[CH3:2].[CH:28]1([C:31]2[CH:36]=[C:35](C=O)[C:34]([CH:39]3[CH2:44][CH2:43][O:42][CH2:41][CH2:40]3)=[CH:33][C:32]=2[C:45]2[CH:50]=[CH:49][C:48]([F:51])=[CH:47][CH:46]=2)[CH2:30][CH2:29]1.